Dataset: Full USPTO retrosynthesis dataset with 1.9M reactions from patents (1976-2016). Task: Predict the reactants needed to synthesize the given product. (1) Given the product [CH3:1][N:2]([C:9]1[N:14]2[N:15]=[CH:16][C:17]([CH2:18][CH2:19][C:20]([OH:22])=[O:21])=[C:13]2[N:12]=[CH:11][N:10]=1)[C:3]1[CH:8]=[CH:7][CH:6]=[CH:5][CH:4]=1, predict the reactants needed to synthesize it. The reactants are: [CH3:1][N:2]([C:9]1[N:14]2[N:15]=[CH:16][C:17]([CH2:18][CH2:19][C:20]([O:22]CC)=[O:21])=[C:13]2[N:12]=[CH:11][N:10]=1)[C:3]1[CH:8]=[CH:7][CH:6]=[CH:5][CH:4]=1.[OH-].[Na+]. (2) Given the product [CH:4]([C:3]1[CH:2]=[CH:9][CH:8]=[C:7]([N+:10]([O-:12])=[O:11])[C:6]=1[O:20][CH2:16][C:15]([O:14][CH3:13])=[O:18])=[O:5], predict the reactants needed to synthesize it. The reactants are: O[C:2]1[CH:9]=[CH:8][C:7]([N+:10]([O-:12])=[O:11])=[CH:6][C:3]=1[CH:4]=[O:5].[CH3:13][O:14][C:15](=[O:18])[CH2:16]Br.C(=O)([O-])[O-:20].[K+].[K+]. (3) Given the product [O:29]=[C:28]1[C:27]2[C:22](=[CH:23][CH:24]=[CH:25][CH:26]=2)[C:21](=[O:30])[N:20]1[CH2:19][C@@H:18]([NH:17][C:8]([C:6]1[S:7][C:3]([O:2][CH3:1])=[C:4]([C:11]2[N:15]([CH3:16])[N:14]=[CH:13][CH:12]=2)[CH:5]=1)=[O:10])[CH2:31][C:32]1[CH:37]=[CH:36][CH:35]=[CH:34][C:33]=1[C:38]([F:40])([F:39])[F:41], predict the reactants needed to synthesize it. The reactants are: [CH3:1][O:2][C:3]1[S:7][C:6]([C:8]([OH:10])=O)=[CH:5][C:4]=1[C:11]1[N:15]([CH3:16])[N:14]=[CH:13][CH:12]=1.[NH2:17][C@@H:18]([CH2:31][C:32]1[CH:37]=[CH:36][CH:35]=[CH:34][C:33]=1[C:38]([F:41])([F:40])[F:39])[CH2:19][N:20]1[C:28](=[O:29])[C:27]2[C:22](=[CH:23][CH:24]=[CH:25][CH:26]=2)[C:21]1=[O:30].C1CN([P+](Br)(N2CCCC2)N2CCCC2)CC1.F[P-](F)(F)(F)(F)F.CCN(C(C)C)C(C)C. (4) Given the product [CH2:1]([C:5]1[CH:10]=[CH:9][C:8]([C:11]#[C:12][C:13]2[CH:20]=[CH:19][C:16]([CH:17]([OH:18])[CH2:5][CH2:1][CH2:2][CH3:3])=[CH:15][CH:14]=2)=[CH:7][CH:6]=1)[CH2:2][CH2:3][CH3:4], predict the reactants needed to synthesize it. The reactants are: [CH2:1]([C:5]1[CH:10]=[CH:9][C:8]([C:11]#[C:12][C:13]2[CH:20]=[CH:19][C:16]([CH:17]=[O:18])=[CH:15][CH:14]=2)=[CH:7][CH:6]=1)[CH2:2][CH2:3][CH3:4].[Cl-].Cl. (5) The reactants are: C([O:5][C:6](=[O:43])/[CH:7]=[CH:8]/[C:9]1[C:14](=[O:15])[N:13]2[CH:16]=[CH:17][C:18]([C:20]([NH:22][C:23]3[S:24][CH:25]=[C:26]([C:28]([CH3:31])([CH3:30])[CH3:29])[N:27]=3)=[O:21])=[CH:19][C:12]2=[N:11][C:10]=1[N:32]1[CH2:37][CH2:36][CH2:35][C@@H:34]([O:38][S:39]([OH:42])(=[O:41])=[O:40])[CH2:33]1)(C)(C)C.FC(F)(F)C(O)=O. Given the product [C:28]([C:26]1[N:27]=[C:23]([NH:22][C:20]([C:18]2[CH:17]=[CH:16][N:13]3[C:14](=[O:15])[C:9](/[CH:8]=[CH:7]/[C:6]([OH:43])=[O:5])=[C:10]([N:32]4[CH2:37][CH2:36][CH2:35][C@@H:34]([O:38][S:39]([OH:42])(=[O:41])=[O:40])[CH2:33]4)[N:11]=[C:12]3[CH:19]=2)=[O:21])[S:24][CH:25]=1)([CH3:31])([CH3:29])[CH3:30], predict the reactants needed to synthesize it. (6) Given the product [Cl:1][C:2]1[CH:3]=[CH:4][C:5]([C@H:8]2[N:15]3[C:11]([S:12][C:13]([C:19]([N:21]4[CH2:29][CH2:28][CH2:27][C@H:22]4[C:23]4[O:24][C:38]([CH3:39])=[N:26][N:25]=4)=[O:20])=[C:14]3[CH:16]([CH3:17])[CH3:18])=[N:10][C@:9]2([C:31]2[CH:32]=[CH:33][C:34]([Cl:37])=[CH:35][CH:36]=2)[CH3:30])=[CH:6][CH:7]=1, predict the reactants needed to synthesize it. The reactants are: [Cl:1][C:2]1[CH:7]=[CH:6][C:5]([C@H:8]2[N:15]3[C:11]([S:12][C:13]([C:19]([N:21]4[CH2:29][CH2:28][CH2:27][C@H:22]4[C:23]([NH:25][NH2:26])=[O:24])=[O:20])=[C:14]3[CH:16]([CH3:18])[CH3:17])=[N:10][C@:9]2([C:31]2[CH:36]=[CH:35][C:34]([Cl:37])=[CH:33][CH:32]=2)[CH3:30])=[CH:4][CH:3]=1.[C:38](OCC)(OCC)(OCC)[CH3:39].